The task is: Predict the product of the given reaction.. This data is from Forward reaction prediction with 1.9M reactions from USPTO patents (1976-2016). (1) Given the reactants [N+:1]([C:4]1[CH:9]=[CH:8][C:7]([O:10][CH2:11][CH2:12]O)=[CH:6][CH:5]=1)([O-:3])=[O:2].S(Cl)([Cl:16])=O, predict the reaction product. The product is: [N+:1]([C:4]1[CH:9]=[CH:8][C:7]([O:10][CH2:11][CH2:12][Cl:16])=[CH:6][CH:5]=1)([O-:3])=[O:2]. (2) Given the reactants [N:1]1([C:6]2[N:11]=[C:10]([CH2:12][NH:13][C:14]([CH:16]3[CH2:20][CH2:19][CH2:18][NH:17]3)=[O:15])[CH:9]=[C:8]([CH3:21])[N:7]=2)[CH:5]=[CH:4][N:3]=[CH:2]1.[F:22][C:23]([F:33])([F:32])[C:24]1[CH:31]=[CH:30][C:27]([CH:28]=O)=[CH:26][CH:25]=1.C(O)(=O)C.C(O[BH-](OC(=O)C)OC(=O)C)(=O)C.[Na+], predict the reaction product. The product is: [N:1]1([C:6]2[N:11]=[C:10]([CH2:12][NH:13][C:14]([CH:16]3[CH2:20][CH2:19][CH2:18][N:17]3[CH2:28][C:27]3[CH:26]=[CH:25][C:24]([C:23]([F:22])([F:32])[F:33])=[CH:31][CH:30]=3)=[O:15])[CH:9]=[C:8]([CH3:21])[N:7]=2)[CH:5]=[CH:4][N:3]=[CH:2]1. (3) Given the reactants [C:1]([O:10]C)(=O)[C:2]1[C:3](=[CH:5][CH:6]=[CH:7][CH:8]=1)[SH:4].[C:12]([C:14]1[N:19]=[C:18]([C:20]([NH2:22])=[O:21])[CH:17]=[CH:16][CH:15]=1)#[N:13].C(N(CC)CC)C, predict the reaction product. The product is: [O:10]=[C:1]1[C:2]2[CH:8]=[CH:7][CH:6]=[CH:5][C:3]=2[S:4][C:12]([C:14]2[N:19]=[C:18]([C:20]([NH2:22])=[O:21])[CH:17]=[CH:16][CH:15]=2)=[N:13]1. (4) Given the reactants [CH2:1]([CH:3]1[CH2:12][C:11]2[C:6](=[CH:7][CH:8]=[CH:9][C:10]=2[O:13]C2CCCCO2)[CH:5]([C:20]2[NH:21][CH2:22][CH2:23][N:24]=2)[O:4]1)[CH3:2].[ClH:25], predict the reaction product. The product is: [ClH:25].[NH:24]1[CH2:23][CH2:22][N:21]=[C:20]1[CH:5]1[C:6]2[CH:7]=[CH:8][CH:9]=[C:10]([OH:13])[C:11]=2[CH2:12][CH:3]([CH2:1][CH3:2])[O:4]1. (5) Given the reactants C[Si]([N-][Si](C)(C)C)(C)C.[K+].CI.[Cl-].[NH4+].[O:15]1[CH2:19][CH2:18][CH2:17][CH2:16]1, predict the reaction product. The product is: [CH3:19][O:15][CH2:16][CH:17]1[CH2:18][CH2:16][CH:17]2[CH:19]([CH2:18]2)[O:15]1. (6) Given the reactants Cl[C:2]1[C:3]([O:12][CH2:13][C:14]([F:17])([F:16])[F:15])=[N:4][CH:5]=[C:6]([CH:11]=1)[C:7]([O:9][CH3:10])=[O:8].[C:18]([NH2:21])(=[O:20])[CH3:19].P([O-])([O-])([O-])=O.[K+].[K+].[K+].C(P(C(C)(C)C)C1C=CC=CC=1C1C(C(C)C)=CC(C(C)C)=CC=1C(C)C)(C)(C)C, predict the reaction product. The product is: [C:18]([NH:21][C:2]1[C:3]([O:12][CH2:13][C:14]([F:17])([F:16])[F:15])=[N:4][CH:5]=[C:6]([CH:11]=1)[C:7]([O:9][CH3:10])=[O:8])(=[O:20])[CH3:19].